From a dataset of Forward reaction prediction with 1.9M reactions from USPTO patents (1976-2016). Predict the product of the given reaction. Given the reactants [Br:1]Br.[Cl:3][C:4]1[CH:5]=[C:6]([C:10]([O:12][CH2:13][CH3:14])=[O:11])[NH:7][C:8]=1[CH3:9].CCN(CC)CC.OS([O-])=O.[Na+], predict the reaction product. The product is: [Br:1][C:5]1[C:4]([Cl:3])=[C:8]([CH3:9])[NH:7][C:6]=1[C:10]([O:12][CH2:13][CH3:14])=[O:11].